Dataset: Reaction yield outcomes from USPTO patents with 853,638 reactions. Task: Predict the reaction yield, written as a fraction of the theoretical maximum amount of product (1.0 means a 100% yield; for example, 0.34 means a 34% yield). (1) The reactants are I[C:2]1[CH:3]=[C:4]([CH:6]=[CH:7][C:8]=1[CH3:9])[NH2:5].C(N(CC)CC)C.[B]1OC(C)(C)C(C)(C)O1.O.O.O.O.O.O.O.O.[OH-].[Ba+2].[OH-].Cl[C:38]1[C:39]2[CH:49]=[CH:48][C:47](=[O:50])[N:46]([C:51]3[C:56]([F:57])=[CH:55][CH:54]=[CH:53][C:52]=3[F:58])[C:40]=2[N:41]=[C:42]([S:44][CH3:45])[N:43]=1. The catalyst is O1CCOCC1.C([O-])(=O)C.C([O-])(=O)C.[Pd+2].O. The product is [NH2:5][C:4]1[CH:6]=[CH:7][C:8]([CH3:9])=[C:2]([C:38]2[C:39]3[CH:49]=[CH:48][C:47](=[O:50])[N:46]([C:51]4[C:56]([F:57])=[CH:55][CH:54]=[CH:53][C:52]=4[F:58])[C:40]=3[N:41]=[C:42]([S:44][CH3:45])[N:43]=2)[CH:3]=1. The yield is 0.750. (2) The reactants are [NH2:1][C:2]1[CH:10]=[C:9]([O:11][CH3:12])[CH:8]=[C:7]([O:13][CH3:14])[C:3]=1[C:4]([NH2:6])=[O:5].[CH2:15]([N:17]1[CH2:22][CH2:21][N:20]([CH2:23][C:24]2[CH:31]=[CH:30][C:27]([CH:28]=O)=[CH:26][CH:25]=2)[CH2:19][CH2:18]1)[CH3:16].OS([O-])=O.[Na+].CC1C=CC(S(O)(=O)=O)=CC=1.C([O-])(O)=O.[Na+]. The product is [CH2:15]([N:17]1[CH2:18][CH2:19][N:20]([CH2:23][C:24]2[CH:25]=[CH:26][C:27]([C:28]3[NH:6][C:4](=[O:5])[C:3]4[C:2](=[CH:10][C:9]([O:11][CH3:12])=[CH:8][C:7]=4[O:13][CH3:14])[N:1]=3)=[CH:30][CH:31]=2)[CH2:21][CH2:22]1)[CH3:16]. The yield is 0.270. The catalyst is CN(C)C(=O)C.O.